This data is from Catalyst prediction with 721,799 reactions and 888 catalyst types from USPTO. The task is: Predict which catalyst facilitates the given reaction. (1) Reactant: [N+:1]([C:4]1[CH:12]=[C:11]2[C:7]([C:8]([C:13]3[CH:20]=[CH:19][C:16]([C:17]#[N:18])=[CH:15][CH:14]=3)=[CH:9][NH:10]2)=[CH:6][CH:5]=1)([O-:3])=[O:2].C(N(CC)CC)C.C(Cl)Cl.Cl.[N:32]1[CH:37]=[CH:36][CH:35]=[C:34]([S:38](Cl)(=[O:40])=[O:39])[CH:33]=1. Product: [N+:1]([C:4]1[CH:12]=[C:11]2[C:7]([C:8]([C:13]3[CH:14]=[CH:15][C:16]([C:17]#[N:18])=[CH:19][CH:20]=3)=[CH:9][N:10]2[S:38]([C:34]2[CH:33]=[N:32][CH:37]=[CH:36][CH:35]=2)(=[O:40])=[O:39])=[CH:6][CH:5]=1)([O-:3])=[O:2]. The catalyst class is: 468. (2) Reactant: [Cl:1][C:2]1[CH:7]=[CH:6][CH:5]=[C:4]([Cl:8])[C:3]=1[CH2:9][C:10]1[C:14]([C:15](OC)=[O:16])=[C:13]([CH:19]([CH3:21])[CH3:20])[O:12][N:11]=1.[H-].C([Al+]CC(C)C)C(C)C.C1(C)C=CC=CC=1.[OH-].[Na+]. Product: [Cl:1][C:2]1[CH:7]=[CH:6][CH:5]=[C:4]([Cl:8])[C:3]=1[CH2:9][C:10]1[C:14]([CH2:15][OH:16])=[C:13]([CH:19]([CH3:21])[CH3:20])[O:12][N:11]=1. The catalyst class is: 670. (3) Reactant: [NH:1]1[CH:5]=[CH:4][N:3]=[CH:2]1.C(=O)([O-])[O-].[K+].[K+].Br[CH:13]([C:16]1[N:21]=[CH:20][C:19]([C:22]2[CH:29]=[CH:28][C:25]([C:26]#[N:27])=[CH:24][CH:23]=2)=[CH:18][CH:17]=1)[CH2:14][CH3:15].C(=O)(O)[O-].[Na+]. Product: [N:1]1([CH:13]([C:16]2[N:21]=[CH:20][C:19]([C:22]3[CH2:29][CH2:28][C:25]([C:26]#[N:27])=[CH:24][CH:23]=3)=[CH:18][CH:17]=2)[CH2:14][CH3:15])[CH:5]=[CH:4][N:3]=[CH:2]1. The catalyst class is: 3. (4) Reactant: Cl[CH2:2][CH2:3][CH2:4][NH:5][C:6]([O:8][C@@H:9]1[CH2:14][CH2:13][CH2:12][N:11]([C:15]([O:17][C:18]([CH3:21])([CH3:20])[CH3:19])=[O:16])[CH2:10]1)=[O:7].[CH3:22][NH:23][CH3:24]. Product: [CH3:22][N:23]([CH3:24])[CH2:2][CH2:3][CH2:4][NH:5][C:6]([O:8][C@@H:9]1[CH2:14][CH2:13][CH2:12][N:11]([C:15]([O:17][C:18]([CH3:21])([CH3:20])[CH3:19])=[O:16])[CH2:10]1)=[O:7]. The catalyst class is: 8. (5) Reactant: Br[C:2]1[N:7]=[CH:6][C:5]2[N:8]=[C:9]([CH2:14][O:15][CH3:16])[N:10]([CH:11]([CH3:13])[CH3:12])[C:4]=2[CH:3]=1.[NH2:17][C:18]1[CH:23]=[CH:22][N:21]=[C:20]([Cl:24])[N:19]=1.C1(P(C2C=CC=CC=2)C2C3OC4C(=CC=CC=4P(C4C=CC=CC=4)C4C=CC=CC=4)C(C)(C)C=3C=CC=2)C=CC=CC=1.C(=O)([O-])[O-].[Cs+].[Cs+]. The catalyst class is: 102. Product: [Cl:24][C:20]1[N:19]=[C:18]([NH:17][C:2]2[N:7]=[CH:6][C:5]3[N:8]=[C:9]([CH2:14][O:15][CH3:16])[N:10]([CH:11]([CH3:13])[CH3:12])[C:4]=3[CH:3]=2)[CH:23]=[CH:22][N:21]=1. (6) The catalyst class is: 3. Product: [C:10]([C:9]1([C:4]2[CH:5]=[CH:6][CH:7]=[CH:8][N:3]=2)[CH2:24][CH2:23][N:19]([C:17]([O:16][C:12]([CH3:14])([CH3:13])[CH3:15])=[O:18])[CH2:20][CH2:21]1)#[N:11]. Reactant: [H-].[Na+].[N:3]1[CH:8]=[CH:7][CH:6]=[CH:5][C:4]=1[CH2:9][C:10]#[N:11].[C:12]([O:16][C:17]([N:19]([CH2:23][CH2:24]Cl)[CH2:20][CH2:21]Cl)=[O:18])([CH3:15])([CH3:14])[CH3:13]. (7) Reactant: [CH2:1]([O:8][C:9]([C:11]1[CH:23]=[CH:22][C:21]2[C:20]3[C:15](=[CH:16][C:17]([C:24]([O:26][CH2:27][C:28]4[CH:33]=[CH:32][CH:31]=[CH:30][CH:29]=4)=[O:25])=[CH:18][CH:19]=3)[CH2:14][C:13]=2[CH:12]=1)=[O:10])[C:2]1[CH:7]=[CH:6][CH:5]=[CH:4][CH:3]=1.[CH:34](OCC1C=CC=CC=1)=[O:35].CC(C)([O-])C.[K+]. Product: [CH2:27]([O:26][C:24]([C:17]1[CH:18]=[CH:19][C:20]2[C:21]3[C:13](=[CH:12][C:11]([C:9]([O:8][CH2:1][C:2]4[CH:7]=[CH:6][CH:5]=[CH:4][CH:3]=4)=[O:10])=[CH:23][CH:22]=3)[CH:14]([CH:34]=[O:35])[C:15]=2[CH:16]=1)=[O:25])[C:28]1[CH:29]=[CH:30][CH:31]=[CH:32][CH:33]=1. The catalyst class is: 1.